This data is from Catalyst prediction with 721,799 reactions and 888 catalyst types from USPTO. The task is: Predict which catalyst facilitates the given reaction. (1) Reactant: [NH:1]1[C:9]2[C:4](=[CH:5][CH:6]=[C:7]([C:10]#[N:11])[CH:8]=2)[CH:3]=[CH:2]1.N. Product: [NH:1]1[C:9]2[C:4](=[CH:5][CH:6]=[C:7]([CH2:10][NH2:11])[CH:8]=2)[CH:3]=[CH:2]1. The catalyst class is: 470. (2) Reactant: [O:1]1[CH2:6][CH2:5][N:4](C(OCC2C=CC=CC=2)=O)[C@@H:3]2[CH2:17][CH2:18][CH2:19][C@@H:2]12.[H][H]. Product: [O:1]1[CH2:6][CH2:5][NH:4][C@@H:3]2[CH2:17][CH2:18][CH2:19][C@@H:2]12. The catalyst class is: 78. (3) Reactant: S([N:11]1[C:19]2[CH:18]=[CH:17][N:16]=[CH:15][C:14]=2[CH:13]=[C:12]1[C:20]([O:22][CH2:23]C)=[O:21])(C1C=CC(C)=CC=1)(=O)=O.C([O-])([O-])=O.[Cs+].[Cs+]. Product: [NH:11]1[C:19]2[CH:18]=[CH:17][N:16]=[CH:15][C:14]=2[CH:13]=[C:12]1[C:20]([O:22][CH3:23])=[O:21]. The catalyst class is: 92. (4) Reactant: [CH3:1][O:2][C:3]1[C:8]([NH:9][C:10]([C:12]2[N:13]=[C:14]([O:17][C:18]3[CH:23]=[C:22]([O:24][CH3:25])[CH:21]=[CH:20][C:19]=3[CH3:26])[S:15][CH:16]=2)=[O:11])=[C:7]([O:27][CH3:28])[N:6]=[C:5]([NH:29][CH2:30][CH2:31][N:32]([CH:40]([CH3:42])[CH3:41])C(=O)OC(C)(C)C)[N:4]=1.ClCCl. Product: [CH:40]([NH:32][CH2:31][CH2:30][NH:29][C:5]1[N:6]=[C:7]([O:27][CH3:28])[C:8]([NH:9][C:10]([C:12]2[N:13]=[C:14]([O:17][C:18]3[CH:23]=[C:22]([O:24][CH3:25])[CH:21]=[CH:20][C:19]=3[CH3:26])[S:15][CH:16]=2)=[O:11])=[C:3]([O:2][CH3:1])[N:4]=1)([CH3:42])[CH3:41].[NH3:4]. The catalyst class is: 5. (5) Reactant: [C:1]([C:4]1[N:12]=[C:11]([C:13]2[CH:18]=[CH:17][CH:16]=[C:15]([OH:19])[CH:14]=2)[N:10]=[C:9]2[C:5]=1[NH:6][C:7](=[O:34])[N:8]2[C@H:20]1[CH2:25][CH2:24][C@H:23]([NH:26]C(=O)OC(C)(C)C)[CH2:22][CH2:21]1)(=[O:3])[NH2:2].C(OC(N[C@H]1CC[C@H](N2C(=O)NC3C2=NC(C2C=CC=C(O)C=2)=NC=3C(OCC)=O)CC1)=O)(C)(C)C.N. Product: [NH2:26][C@H:23]1[CH2:24][CH2:25][C@H:20]([N:8]2[C:7](=[O:34])[NH:6][C:5]3[C:9]2=[N:10][C:11]([C:13]2[CH:18]=[CH:17][CH:16]=[C:15]([OH:19])[CH:14]=2)=[N:12][C:4]=3[C:1]([NH2:2])=[O:3])[CH2:21][CH2:22]1. The catalyst class is: 5. (6) Reactant: [OH-].[Na+].[Cl:3][C:4]1[CH:14]=[CH:13][CH:12]=[C:11]([Cl:15])[C:5]=1[CH2:6][O:7][CH2:8][CH2:9][OH:10].[Br:16][CH2:17][CH2:18][CH2:19][CH2:20][CH2:21][CH2:22]Br.O. Product: [Br:16][CH2:17][CH2:18][CH2:19][CH2:20][CH2:21][CH2:22][O:10][CH2:9][CH2:8][O:7][CH2:6][C:5]1[C:4]([Cl:3])=[CH:14][CH:13]=[CH:12][C:11]=1[Cl:15]. The catalyst class is: 596.